This data is from Full USPTO retrosynthesis dataset with 1.9M reactions from patents (1976-2016). The task is: Predict the reactants needed to synthesize the given product. (1) Given the product [I:7][C:6]1[C:2]([CH3:1])=[N:3][N:4]([C@H:17]2[CH2:18][CH2:19][C@H:14]([C:12]([O:11][CH2:9][CH3:10])=[O:13])[CH2:15][CH2:16]2)[C:5]=1[CH3:8], predict the reactants needed to synthesize it. The reactants are: [CH3:1][C:2]1[C:6]([I:7])=[C:5]([CH3:8])[NH:4][N:3]=1.[CH2:9]([O:11][C:12]([C@H:14]1[CH2:19][CH2:18][C@@H:17](OS(C2C=CC(C)=CC=2)(=O)=O)[CH2:16][CH2:15]1)=[O:13])[CH3:10].C([O-])([O-])=O.[K+].[K+].O1CCOCCOCCOCCOCCOCC1.CN(C=O)C. (2) Given the product [N:11]([C@@H:14]1[C:24]2[C:19](=[N:20][CH:21]=[CH:22][CH:23]=2)[C:18](=[O:25])[CH2:17][CH2:16][C@H:15]1[C:26]1[CH:31]=[CH:30][CH:29]=[C:28]([F:32])[C:27]=1[F:33])=[N+:12]=[N-:13], predict the reactants needed to synthesize it. The reactants are: C(Cl)(=O)C(Cl)=O.CS(C)=O.[N:11]([C@@H:14]1[C:24]2[C:19](=[N:20][CH:21]=[CH:22][CH:23]=2)[C@H:18]([OH:25])[CH2:17][CH2:16][C@H:15]1[C:26]1[CH:31]=[CH:30][CH:29]=[C:28]([F:32])[C:27]=1[F:33])=[N+:12]=[N-:13].C(N(CC)CC)C. (3) Given the product [F:6][C:7]1[CH:8]=[C:9]2[CH:15]=[C:14]([I:26])[N:13]([S:16]([C:19]3[CH:24]=[CH:23][C:22]([CH3:25])=[CH:21][CH:20]=3)(=[O:17])=[O:18])[C:10]2=[N:11][CH:12]=1, predict the reactants needed to synthesize it. The reactants are: [Li+].CCC[CH2-].[F:6][C:7]1[CH:8]=[C:9]2[CH:15]=[CH:14][N:13]([S:16]([C:19]3[CH:24]=[CH:23][C:22]([CH3:25])=[CH:21][CH:20]=3)(=[O:18])=[O:17])[C:10]2=[N:11][CH:12]=1.[I:26]I. (4) Given the product [F:20][C:16]1[CH:15]=[C:14]([C:13]2[C:12](=[O:21])[C:11]3[C:6](=[CH:7][CH:8]=[CH:9][CH:10]=3)[O:5][C:4]=2[CH:2]([OH:24])[CH3:3])[CH:19]=[CH:18][CH:17]=1, predict the reactants needed to synthesize it. The reactants are: Br[CH:2]([C:4]1[O:5][C:6]2[C:11]([C:12](=[O:21])[C:13]=1[C:14]1[CH:19]=[CH:18][CH:17]=[C:16]([F:20])[CH:15]=1)=[CH:10][CH:9]=[CH:8][CH:7]=2)[CH3:3].CS(C)=[O:24]. (5) Given the product [Br:6][C:7]1[CH:12]=[CH:11][C:10]([O:13][CH:14]2[CH2:1][CH2:15]2)=[CH:9][CH:8]=1, predict the reactants needed to synthesize it. The reactants are: [CH2:1]([Zn]CC)C.[Br:6][C:7]1[CH:12]=[CH:11][C:10]([O:13][CH:14]=[CH2:15])=[CH:9][CH:8]=1.ClCI.ClC(Cl)C. (6) Given the product [F:17][C:16]([F:19])([F:18])[C:13]1[CH:14]=[CH:15][C:9]2[O:8][C:7]([C:4]3[CH:5]=[CH:6][N+:1]([O-:28])=[CH:2][CH:3]=3)=[N:11][C:10]=2[CH:12]=1, predict the reactants needed to synthesize it. The reactants are: [N:1]1[CH:6]=[CH:5][C:4]([C:7]2[O:8][C:9]3[CH:15]=[CH:14][C:13]([C:16]([F:19])([F:18])[F:17])=[CH:12][C:10]=3[N:11]=2)=[CH:3][CH:2]=1.ClC1C=CC=C(C(OO)=[O:28])C=1.